From a dataset of Catalyst prediction with 721,799 reactions and 888 catalyst types from USPTO. Predict which catalyst facilitates the given reaction. Reactant: [OH-].[Na+:2].[CH2:3]([N:14]([CH2:26][C:27]([OH:29])=[O:28])[CH2:15][CH2:16][N:17]([CH2:22][C:23]([OH:25])=[O:24])[CH2:18][C:19]([OH:21])=[O:20])[CH2:4][N:5]([CH2:10][C:11]([OH:13])=[O:12])[CH2:6][C:7]([OH:9])=[O:8].N(CC(O)=O)(CC(O)=O)CC(O)=O. Product: [CH2:15]([N:14]([CH2:26][C:27]([O-:29])=[O:28])[CH2:3][CH2:4][N:5]([CH2:6][C:7]([O-:9])=[O:8])[CH2:10][C:11]([O-:13])=[O:12])[CH2:16][N:17]([CH2:22][C:23]([O-:25])=[O:24])[CH2:18][C:19]([O-:21])=[O:20].[Na+:2].[Na+:2].[Na+:2].[Na+:2].[Na+:2]. The catalyst class is: 6.